The task is: Predict the reactants needed to synthesize the given product.. This data is from Full USPTO retrosynthesis dataset with 1.9M reactions from patents (1976-2016). (1) Given the product [N:27]1[CH:32]=[C:31]([C:2]2[CH:26]=[CH:25][C:5]3[N:6]=[C:7]([NH:9][C:10]([N:12]4[CH2:17][CH2:16][C:15](=[CH:18][C:19]5[CH:24]=[CH:23][CH:22]=[CH:21][N:20]=5)[CH2:14][CH2:13]4)=[O:11])[S:8][C:4]=3[CH:3]=2)[CH:30]=[N:29][CH:28]=1, predict the reactants needed to synthesize it. The reactants are: Br[C:2]1[CH:26]=[CH:25][C:5]2[N:6]=[C:7]([NH:9][C:10]([N:12]3[CH2:17][CH2:16][C:15](=[CH:18][C:19]4[CH:24]=[CH:23][CH:22]=[CH:21][N:20]=4)[CH2:14][CH2:13]3)=[O:11])[S:8][C:4]=2[CH:3]=1.[N:27]1[CH:32]=[C:31](B(O)O)[CH:30]=[N:29][CH:28]=1.C(=O)([O-])[O-].[Na+].[Na+].[Cl-].[NH4+]. (2) The reactants are: [NH2:1][CH:2]1[CH2:7][CH2:6][CH:5]([NH:8][C:9]([N:11]2[CH2:15][CH2:14][C@@H:13]([NH2:16])C2)=[O:10])[CH2:4][CH2:3]1.[C:17](OC(N1CC[C@@H](N)C1)=O)(C)(C)C. Given the product [NH2:1][CH:2]1[CH2:3][CH2:4][CH:5]([NH:8][C:9]([NH:11][C@@H:15]2[CH2:14][CH2:13][NH:16][CH2:17]2)=[O:10])[CH2:6][CH2:7]1, predict the reactants needed to synthesize it. (3) Given the product [NH2:11][C:9]1[CH:8]=[CH:7][C:3]([C:4]([NH:17][C:16]2[CH:18]=[CH:19][CH:20]=[CH:21][C:15]=2[F:14])=[O:5])=[C:2]([OH:1])[CH:10]=1, predict the reactants needed to synthesize it. The reactants are: [OH:1][C:2]1[CH:10]=[C:9]([N+:11]([O-])=O)[CH:8]=[CH:7][C:3]=1[C:4](Cl)=[O:5].[F:14][C:15]1[CH:21]=[CH:20][CH:19]=[CH:18][C:16]=1[NH2:17].N1C=CC=CC=1. (4) Given the product [NH2:6][C:7]1[CH:8]=[CH:9][CH:10]=[CH:11][C:1]=1[C:2]([NH:21][C:18]1[CH:19]=[CH:20][C:15]([O:14][CH3:13])=[CH:16][CH:17]=1)=[O:4], predict the reactants needed to synthesize it. The reactants are: [C:1]12[C:7](=[CH:8][CH:9]=[CH:10][CH:11]=1)[NH:6]C(=O)[O:4][C:2]2=O.[CH3:13][O:14][C:15]1[CH:20]=[CH:19][C:18]([NH2:21])=[CH:17][CH:16]=1. (5) Given the product [CH2:1]([CH2:3][NH2:4])[OH:2].[C:6]([OH:25])(=[O:24])[CH2:7][CH2:8][CH2:9][CH2:10][CH2:11][CH2:12][CH2:13][CH2:14][CH2:15][CH2:16][CH2:17][CH2:18][CH2:19][CH2:20][CH2:21][CH2:22][CH3:23].[C:30](=[O:31])([O-:33])[O-:32].[K+:34].[K+:34], predict the reactants needed to synthesize it. The reactants are: [CH2:1]([CH2:3][NH2:4])[OH:2].[K].[C:6]([OH:25])(=[O:24])[CH2:7][CH2:8][CH2:9][CH2:10][CH2:11][CH2:12][CH2:13][CH2:14][CH2:15][CH2:16][CH2:17][CH2:18][CH2:19][CH2:20][CH2:21][CH2:22][CH3:23].C(CN)O.[C:30](=[O:33])([O-:32])[O-:31].[K+:34].[K+]. (6) The reactants are: [Br:1][C:2]1[C:3]([NH:21][S:22]([CH3:25])(=[O:24])=[O:23])=[CH:4][C:5]2[O:9][C:8]([C:10]3[CH:15]=[CH:14][C:13]([F:16])=[CH:12][CH:11]=3)=[C:7]([C:17](O)=[O:18])[C:6]=2[CH:20]=1.C1C=CC2N(O)N=[N:32][C:30]=2C=1.CCN=C=NCCCN(C)C.CN. Given the product [Br:1][C:2]1[C:3]([NH:21][S:22]([CH3:25])(=[O:24])=[O:23])=[CH:4][C:5]2[O:9][C:8]([C:10]3[CH:15]=[CH:14][C:13]([F:16])=[CH:12][CH:11]=3)=[C:7]([C:17]([NH:32][CH3:30])=[O:18])[C:6]=2[CH:20]=1, predict the reactants needed to synthesize it. (7) Given the product [CH3:26][O:27][C:28]1[CH:33]=[CH:32][C:31]([C:34]2[CH:43]=[CH:42][C:41]3[C:36](=[CH:37][CH:38]=[CH:39][CH:40]=3)[CH:35]=2)=[C:30]([NH2:44])[CH:29]=1, predict the reactants needed to synthesize it. The reactants are: C1C2C(=CC=CC=2)C=CC=1B(O)O.BrC1C=CC(OC)=CC=1[N+]([O-])=O.[CH3:26][O:27][C:28]1[CH:33]=[CH:32][C:31]([C:34]2[CH:43]=[CH:42][C:41]3[C:36](=[CH:37][CH:38]=[CH:39][CH:40]=3)[CH:35]=2)=[C:30]([N+:44]([O-])=O)[CH:29]=1. (8) Given the product [Cl:22][C:23]1[CH:24]=[CH:25][C:26]([C:45]([F:48])([F:46])[F:47])=[C:27]([CH2:29][CH2:30][C@H:31]2[C:40]3[C:35](=[CH:36][C:37]([O:43][CH3:44])=[C:38]([O:41][CH3:42])[CH:39]=3)[CH2:34][CH2:33][N:32]2[C@H:4]([C:5]2[CH:6]=[CH:7][CH:8]=[CH:9][CH:10]=2)[C:1]([NH2:2])=[O:3])[CH:28]=1, predict the reactants needed to synthesize it. The reactants are: [C:1]([CH:4](OS(C1C=CC(C)=CC=1)(=O)=O)[C:5]1[CH:10]=[CH:9][CH:8]=[CH:7][CH:6]=1)(=[O:3])[NH2:2].[Cl:22][C:23]1[CH:24]=[CH:25][C:26]([C:45]([F:48])([F:47])[F:46])=[C:27]([CH2:29][CH2:30][C@H:31]2[C:40]3[C:35](=[CH:36][C:37]([O:43][CH3:44])=[C:38]([O:41][CH3:42])[CH:39]=3)[CH2:34][CH2:33][NH:32]2)[CH:28]=1. (9) The reactants are: [NH2:1][CH:2]([C:4]1[N:5]=[C:6]2[S:21][CH:20]=[C:19]([CH3:22])[N:7]2[C:8](=[O:18])[C:9]=1[C:10]1[CH:15]=[C:14]([F:16])[CH:13]=[C:12]([F:17])[CH:11]=1)[CH3:3].[NH2:23][C:24]1[N:32]=[C:31]2[C:27]([NH:28][CH:29]=[N:30]2)=[C:26](Br)[N:25]=1.C(N(CC)C(C)C)(C)C. Given the product [NH2:23][C:24]1[N:32]=[C:31]2[C:27]([N:28]=[CH:29][NH:30]2)=[C:26]([NH:1][CH:2]([C:4]2[N:5]=[C:6]3[S:21][CH:20]=[C:19]([CH3:22])[N:7]3[C:8](=[O:18])[C:9]=2[C:10]2[CH:15]=[C:14]([F:16])[CH:13]=[C:12]([F:17])[CH:11]=2)[CH3:3])[N:25]=1, predict the reactants needed to synthesize it. (10) Given the product [CH3:1][O:2][C:3](=[O:14])[C:4]1[CH:9]=[CH:8][C:7]([NH:16][CH3:15])=[C:6]([N+:11]([O-:13])=[O:12])[CH:5]=1, predict the reactants needed to synthesize it. The reactants are: [CH3:1][O:2][C:3](=[O:14])[C:4]1[CH:9]=[CH:8][C:7](F)=[C:6]([N+:11]([O-:13])=[O:12])[CH:5]=1.[CH3:15][NH2:16].